This data is from Reaction yield outcomes from USPTO patents with 853,638 reactions. The task is: Predict the reaction yield, written as a fraction of the theoretical maximum amount of product (1.0 means a 100% yield; for example, 0.34 means a 34% yield). (1) The reactants are [C:1]([NH:5][C:6]1[C:7](=[CH:11][CH:12]=[CH:13][CH:14]=1)[C:8]([OH:10])=[O:9])(=O)[CH2:2][CH3:3]. The catalyst is C(OC(=O)C)(=O)C. The product is [CH2:2]([C:1]1[O:9][C:8](=[O:10])[C:7]2[CH:11]=[CH:12][CH:13]=[CH:14][C:6]=2[N:5]=1)[CH3:3]. The yield is 0.849. (2) The yield is 0.870. The product is [CH3:1][O:2][C:3]1[C:8]([O:9][CH2:10][CH2:11][NH:12][CH2:13][CH:14]([OH:30])[CH2:15][O:16][C:17]2[C:22]3[C:23]4[C:28]([NH:29][C:21]=3[CH:20]=[CH:19][CH:18]=2)=[CH:27][CH:26]=[CH:25][CH:24]=4)=[CH:7][CH:6]=[CH:5][CH:4]=1.[OH2:33].[OH:34][P:32]([OH:36])([OH:35])=[O:33]. The catalyst is CC(C)=O. The reactants are [CH3:1][O:2][C:3]1[CH:4]=[CH:5][CH:6]=[CH:7][C:8]=1[O:9][CH2:10][CH2:11][NH:12][CH2:13][CH:14]([OH:30])[CH2:15][O:16][C:17]1[CH:18]=[CH:19][CH:20]=[C:21]2[NH:29][C:28]3[CH:27]=[CH:26][CH:25]=[CH:24][C:23]=3[C:22]=12.O.[P:32]([O-:36])([O-:35])([OH:34])=[O:33].[K+].[K+].Cl. (3) The reactants are [CH2:1]1[CH:12]2[CH:4]([NH:5][C:6]3[CH:7]=[CH:8][CH:9]=[CH:10][C:11]=32)[CH2:3][CH2:2]1.Cl[C:14]1[CH:19]=[CH:18][C:17]([CH:20]=[C:21]([C:48]2[CH:53]=[CH:52][C:51]([C:54]3[CH:59]=[CH:58][C:57]([O:60][CH2:61][CH2:62][CH2:63][CH2:64][CH2:65][CH3:66])=[CH:56][C:55]=3[O:67][CH2:68][CH2:69][CH2:70][CH2:71][CH2:72][CH3:73])=[CH:50][CH:49]=2)[C:22]2[CH:27]=[CH:26][C:25]([C:28]3[CH:33]=[CH:32][C:31]([O:34][CH2:35][CH2:36][CH2:37][CH2:38][CH2:39][CH3:40])=[CH:30][C:29]=3[O:41][CH2:42][CH2:43][CH2:44][CH2:45][CH2:46][CH3:47])=[CH:24][CH:23]=2)=[CH:16][CH:15]=1.C(OC1C=C(OCCCCCC)C=CC=1C1C=CC(N2C3C=CC(Br)=CC=3C3CCCC23)=CC=1)CCCCC. No catalyst specified. The product is [CH2:68]([O:67][C:55]1[CH:56]=[C:57]([O:60][CH2:61][CH2:62][CH2:63][CH2:64][CH2:65][CH3:66])[CH:58]=[CH:59][C:54]=1[C:51]1[CH:52]=[CH:53][C:48]([C:21]([C:22]2[CH:23]=[CH:24][C:25]([C:28]3[CH:33]=[CH:32][C:31]([O:34][CH2:35][CH2:36][CH2:37][CH2:38][CH2:39][CH3:40])=[CH:30][C:29]=3[O:41][CH2:42][CH2:43][CH2:44][CH2:45][CH2:46][CH3:47])=[CH:26][CH:27]=2)=[CH:20][C:17]2[CH:18]=[CH:19][C:14]([N:5]3[C:6]4[CH:7]=[CH:8][CH:9]=[CH:10][C:11]=4[CH:12]4[CH2:1][CH2:2][CH2:3][CH:4]34)=[CH:15][CH:16]=2)=[CH:49][CH:50]=1)[CH2:69][CH2:70][CH2:71][CH2:72][CH3:73]. The yield is 0.900. (4) The reactants are N1C=CC=CC=1.[NH2:7][C:8]1[CH:13]=[CH:12][CH:11]=[C:10]([O:14][CH2:15][CH2:16][C:17]2[CH:22]=[CH:21][C:20]([C:23]#[N:24])=[CH:19][CH:18]=2)[CH:9]=1.[Cl:25][C:26]1[CH:31]=[CH:30][CH:29]=[CH:28][C:27]=1[S:32](Cl)(=[O:34])=[O:33]. The catalyst is C(Cl)Cl. The product is [C:23]([C:20]1[CH:19]=[CH:18][C:17]([CH2:16][CH2:15][O:14][C:10]2[CH:9]=[C:8]([NH:7][S:32]([C:27]3[CH:28]=[CH:29][CH:30]=[CH:31][C:26]=3[Cl:25])(=[O:34])=[O:33])[CH:13]=[CH:12][CH:11]=2)=[CH:22][CH:21]=1)#[N:24]. The yield is 0.350. (5) The reactants are [NH2:1][CH2:2][C:3]([CH3:9])([CH3:8])[C:4]([O:6][CH3:7])=[O:5].[C:10](#[N:13])[CH:11]=[CH2:12]. The catalyst is CO. The product is [C:10]([CH2:11][CH2:12][NH:1][CH2:2][C:3]([CH3:9])([CH3:8])[C:4]([O:6][CH3:7])=[O:5])#[N:13]. The yield is 0.700. (6) The reactants are [F:1][C:2]1[CH:3]=[C:4]2[C:8](=[CH:9][CH:10]=1)[NH:7][CH:6]=[CH:5]2.[H-].[Na+].Cl[C:14]1[N:15]=[C:16]([N:33]2[CH2:38][CH2:37][O:36][CH2:35][CH2:34]2)[C:17]2[S:22][C:21]([CH2:23][N:24]3[CH2:29][CH2:28][CH:27]([N:30]([CH3:32])[CH3:31])[CH2:26][CH2:25]3)=[CH:20][C:18]=2[N:19]=1. The catalyst is CN(C=O)C.O.[Cl-].[Na+]. The product is [F:1][C:2]1[CH:3]=[C:4]2[C:8](=[CH:9][CH:10]=1)[N:7]([C:14]1[N:15]=[C:16]([N:33]3[CH2:34][CH2:35][O:36][CH2:37][CH2:38]3)[C:17]3[S:22][C:21]([CH2:23][N:24]4[CH2:25][CH2:26][CH:27]([N:30]([CH3:32])[CH3:31])[CH2:28][CH2:29]4)=[CH:20][C:18]=3[N:19]=1)[CH:6]=[CH:5]2. The yield is 0.510. (7) The reactants are COC(=O)[C:4]1[CH:9]=[CH:8][C:7]([Br:10])=[CH:6][C:5]=1[CH3:11].[CH3:13][Mg]Br.Cl.C([O:19][CH2:20][CH3:21])C. No catalyst specified. The product is [Br:10][C:7]1[CH:8]=[CH:9][C:4]([C:20]([OH:19])([CH3:21])[CH3:13])=[C:5]([CH3:11])[CH:6]=1. The yield is 0.720. (8) The reactants are [C:1]([O:9][CH2:10][C:11]#[N:12])(=[O:8])[C:2]1[CH:7]=[CH:6][CH:5]=[CH:4][CH:3]=1.[NH2:13][OH:14]. The catalyst is C(O)C. The product is [C:1]([O:9][CH2:10][C:11]([NH:13][OH:14])=[NH:12])(=[O:8])[C:2]1[CH:7]=[CH:6][CH:5]=[CH:4][CH:3]=1. The yield is 0.880. (9) The reactants are [Cl:1][C:2]1[N:3]=[CH:4][C:5]2[NH:11][C:10](=[O:12])[C:9]([CH2:14][CH3:15])([F:13])[CH2:8][N:7]([CH:16]3[CH2:20][CH2:19][CH2:18][CH2:17]3)[C:6]=2[N:21]=1.[H-].[Na+].[CH3:24]I. The yield is 0.800. The product is [Cl:1][C:2]1[N:3]=[CH:4][C:5]2[N:11]([CH3:24])[C:10](=[O:12])[C:9]([CH2:14][CH3:15])([F:13])[CH2:8][N:7]([CH:16]3[CH2:17][CH2:18][CH2:19][CH2:20]3)[C:6]=2[N:21]=1. The catalyst is CC(N(C)C)=O. (10) The reactants are C1(P(C2C=CC=CC=2)C2C=CC=CC=2)C=CC=CC=1.CC(OC(/N=N/C(OC(C)C)=O)=O)C.[Br:34][C:35]1[CH:40]=[CH:39][C:38]([OH:41])=[C:37]([N+:42]([O-:44])=[O:43])[CH:36]=1.[Cl:45][C:46]1[CH:51]=[CH:50][C:49]([CH:52](O)[CH2:53][CH2:54][CH3:55])=[CH:48][CH:47]=1. The catalyst is C1COCC1.CCOC(C)=O.O. The product is [Br:34][C:35]1[CH:40]=[CH:39][C:38]([O:41][CH:52]([C:49]2[CH:48]=[CH:47][C:46]([Cl:45])=[CH:51][CH:50]=2)[CH2:53][CH2:54][CH3:55])=[C:37]([N+:42]([O-:44])=[O:43])[CH:36]=1. The yield is 0.780.